Dataset: Peptide-MHC class I binding affinity with 185,985 pairs from IEDB/IMGT. Task: Regression. Given a peptide amino acid sequence and an MHC pseudo amino acid sequence, predict their binding affinity value. This is MHC class I binding data. (1) The peptide sequence is NSDYMMWVG. The MHC is HLA-A30:01 with pseudo-sequence HLA-A30:01. The binding affinity (normalized) is 0.0847. (2) The peptide sequence is LYLQMNSL. The binding affinity (normalized) is 0.124. The MHC is HLA-A26:01 with pseudo-sequence HLA-A26:01.